This data is from Full USPTO retrosynthesis dataset with 1.9M reactions from patents (1976-2016). The task is: Predict the reactants needed to synthesize the given product. (1) Given the product [CH:1]1[C:14]2[C:5](=[N:6][C:7]3[C:12]([C:13]=2[C:15]([Cl:20])=[O:17])=[CH:11][CH:10]=[CH:9][CH:8]=3)[CH:4]=[CH:3][CH:2]=1, predict the reactants needed to synthesize it. The reactants are: [CH:1]1[C:14]2[C:5](=[N:6][C:7]3[C:12]([C:13]=2[C:15]([OH:17])=O)=[CH:11][CH:10]=[CH:9][CH:8]=3)[CH:4]=[CH:3][CH:2]=1.S(Cl)([Cl:20])=O. (2) Given the product [CH3:66][O:65][C:61]1[CH:60]=[C:59]([C:57]#[C:58][C:2]2[CH:11]=[CH:10][N:9]=[C:8]3[C:3]=2[C:4]2[CH:16]=[CH:15][CH:14]=[CH:13][C:5]=2[C:6](=[O:12])[NH:7]3)[CH:64]=[CH:63][CH:62]=1, predict the reactants needed to synthesize it. The reactants are: Cl[C:2]1[CH:11]=[CH:10][N:9]=[C:8]2[C:3]=1[C:4]1[CH:16]=[CH:15][CH:14]=[CH:13][C:5]=1[C:6](=[O:12])[NH:7]2.CC(C1C=C(C(C)C)C(C2C=CC=CC=2P(C2CCCCC2)C2CCCCC2)=C(C(C)C)C=1)C.C([O-])([O-])=O.[Cs+].[Cs+].[C:57]([C:59]1[CH:64]=[CH:63][CH:62]=[C:61]([O:65][CH3:66])[CH:60]=1)#[CH:58]. (3) Given the product [CH3:3][CH:2]([C:4]([C:24]1[CH:25]=[CH:26][C:27]([O:32][CH3:33])=[C:28]([O:30][CH3:31])[CH:29]=1)([C:22]#[N:23])[CH2:5][CH2:6][CH2:7][N:8]([CH2:10][CH2:11][C:12]1[CH:13]=[CH:14][C:15]([O:20][CH3:21])=[C:16]([O:18][CH3:19])[CH:17]=1)[CH3:9])[CH3:1], predict the reactants needed to synthesize it. The reactants are: [CH3:1][CH:2]([C:4]([C:24]1[CH:25]=[CH:26][C:27]([O:32][CH3:33])=[C:28]([O:30][CH3:31])[CH:29]=1)([C:22]#[N:23])[CH2:5][CH2:6][CH2:7][N:8]([CH2:10][CH2:11][C:12]1[CH:13]=[CH:14][C:15]([O:20][CH3:21])=[C:16]([O:18][CH3:19])[CH:17]=1)[CH3:9])[CH3:3].[CH3:3][CH:2]([C:4]([C:24]1[CH:25]=[CH:26][C:27]([O:32][CH3:33])=[C:28]([O:30][CH3:31])[CH:29]=1)([C:22]#[N:23])[CH2:5][CH2:6][CH2:7][N:8]([CH2:10][CH2:11][C:12]1[CH:13]=[CH:14][C:15]([O:20][CH3:21])=[C:16]([O:18][CH3:19])[CH:17]=1)[CH3:9])[CH3:1].Cl.Cl. (4) Given the product [CH3:10][O:9][C:7]([C:5]1[O:6][C:2]([C:12]#[C:11][C:13]2[CH:18]=[CH:17][CH:16]=[CH:15][C:14]=2[F:19])=[CH:3][CH:4]=1)=[O:8], predict the reactants needed to synthesize it. The reactants are: Br[C:2]1[O:6][C:5]([C:7]([O:9][CH3:10])=[O:8])=[CH:4][CH:3]=1.[C:11]([C:13]1[CH:18]=[CH:17][CH:16]=[CH:15][C:14]=1[F:19])#[CH:12].C(N(CC)CC)C. (5) Given the product [F:4][C:5]1[CH:10]=[C:9]([N+:11]([O-:13])=[O:12])[CH:8]=[C:7]([F:14])[C:6]=1[N:15]1[CH2:22][CH2:21][C:18]([CH2:19][O:25][CH3:23])([OH:20])[CH2:17][CH2:16]1, predict the reactants needed to synthesize it. The reactants are: C[O-].[Na+].[F:4][C:5]1[CH:10]=[C:9]([N+:11]([O-:13])=[O:12])[CH:8]=[C:7]([F:14])[C:6]=1[N:15]1[CH2:22][CH2:21][C:18]2([O:20][CH2:19]2)[CH2:17][CH2:16]1.[C:23](O)(=[O:25])C.O.